Regression/Classification. Given a drug SMILES string, predict its absorption, distribution, metabolism, or excretion properties. Task type varies by dataset: regression for continuous measurements (e.g., permeability, clearance, half-life) or binary classification for categorical outcomes (e.g., BBB penetration, CYP inhibition). Dataset: cyp1a2_veith. From a dataset of CYP1A2 inhibition data for predicting drug metabolism from PubChem BioAssay. The compound is CC(C)=CCC/C(C)=C/CO/N=C1/C[C@@H](O)[C@@H](O)[C@H]2[C@@H]1CC[C@@H]1C(=O)N(Cc3ccccc3)C(=O)[C@H]12. The result is 0 (non-inhibitor).